This data is from NCI-60 drug combinations with 297,098 pairs across 59 cell lines. The task is: Regression. Given two drug SMILES strings and cell line genomic features, predict the synergy score measuring deviation from expected non-interaction effect. (1) Drug 1: C1=C(C(=O)NC(=O)N1)F. Drug 2: CCC1(CC2CC(C3=C(CCN(C2)C1)C4=CC=CC=C4N3)(C5=C(C=C6C(=C5)C78CCN9C7C(C=CC9)(C(C(C8N6C)(C(=O)OC)O)OC(=O)C)CC)OC)C(=O)OC)O.OS(=O)(=O)O. Cell line: SNB-19. Synergy scores: CSS=53.8, Synergy_ZIP=-1.88, Synergy_Bliss=-2.62, Synergy_Loewe=-0.239, Synergy_HSA=1.23. (2) Drug 1: C1=CC(=CC=C1CC(C(=O)O)N)N(CCCl)CCCl.Cl. Drug 2: CC1C(C(CC(O1)OC2CC(OC(C2O)C)OC3=CC4=CC5=C(C(=O)C(C(C5)C(C(=O)C(C(C)O)O)OC)OC6CC(C(C(O6)C)O)OC7CC(C(C(O7)C)O)OC8CC(C(C(O8)C)O)(C)O)C(=C4C(=C3C)O)O)O)O. Cell line: COLO 205. Synergy scores: CSS=32.5, Synergy_ZIP=5.08, Synergy_Bliss=4.61, Synergy_Loewe=-1.07, Synergy_HSA=-1.35. (3) Drug 1: C1=NC2=C(N1)C(=S)N=C(N2)N. Drug 2: C1=CC=C(C=C1)NC(=O)CCCCCCC(=O)NO. Cell line: SF-268. Synergy scores: CSS=16.0, Synergy_ZIP=-4.36, Synergy_Bliss=1.58, Synergy_Loewe=-2.25, Synergy_HSA=0.942. (4) Synergy scores: CSS=15.0, Synergy_ZIP=-4.10, Synergy_Bliss=-0.601, Synergy_Loewe=-1.20, Synergy_HSA=-1.14. Drug 2: CCC1(C2=C(COC1=O)C(=O)N3CC4=CC5=C(C=CC(=C5CN(C)C)O)N=C4C3=C2)O.Cl. Drug 1: CNC(=O)C1=CC=CC=C1SC2=CC3=C(C=C2)C(=NN3)C=CC4=CC=CC=N4. Cell line: SNB-75. (5) Drug 1: C1=CC(=CC=C1CCCC(=O)O)N(CCCl)CCCl. Drug 2: C(CC(=O)O)C(=O)CN.Cl. Cell line: UACC-257. Synergy scores: CSS=-6.31, Synergy_ZIP=-5.08, Synergy_Bliss=-16.8, Synergy_Loewe=-17.5, Synergy_HSA=-15.8.